From a dataset of Full USPTO retrosynthesis dataset with 1.9M reactions from patents (1976-2016). Predict the reactants needed to synthesize the given product. (1) Given the product [Cl:1][C:2]1[CH:10]=[C:9]2[C:5]([C:6]([C:11]([O:13][CH3:14])=[O:12])=[CH:7][NH:8]2)=[CH:4][C:3]=1[C:24]1[CH:38]=[CH:37][C:27]([O:28][CH2:29][CH2:30][N:31]2[CH2:32][CH2:33][NH:34][CH2:35][CH2:36]2)=[CH:26][CH:25]=1, predict the reactants needed to synthesize it. The reactants are: [Cl:1][C:2]1[CH:10]=[C:9]2[C:5]([C:6]([C:11]([O:13][CH3:14])=[O:12])=[CH:7][NH:8]2)=[CH:4][C:3]=1B1OCC(C)(C)CO1.Br[C:24]1[CH:38]=[CH:37][C:27]([O:28][CH2:29][CH2:30][N:31]2[CH2:36][CH2:35][NH:34][CH2:33][CH2:32]2)=[CH:26][CH:25]=1.C(=O)([O-])[O-].[K+].[K+].C(OCC)(=O)C. (2) Given the product [CH3:16][O:14][C:13]([C@@H:5]1[CH2:6][C:7]2[C:12](=[CH:11][CH:10]=[CH:9][CH:8]=2)[N:4]1[C:1](=[O:3])[CH3:2])=[O:15], predict the reactants needed to synthesize it. The reactants are: [C:1]([N:4]1[C:12]2[C:7](=[CH:8][CH:9]=[CH:10][CH:11]=2)[CH2:6][C@@H:5]1[C:13]([OH:15])=[O:14])(=[O:3])[CH3:2].[CH3:16]O. (3) Given the product [ClH:31].[O:1]1[CH:5]=[CH:4][N:3]=[C:2]1[C:6](=[O:30])[CH2:7][CH2:8][CH2:9][CH:10]1[CH2:15][CH2:14][N:13]([CH2:16][C:17]2[CH:22]=[CH:21][CH:20]=[C:19]([O:23][C:24]3[CH:29]=[CH:28][CH:27]=[CH:26][CH:25]=3)[CH:18]=2)[CH2:12][CH2:11]1, predict the reactants needed to synthesize it. The reactants are: [O:1]1[CH:5]=[CH:4][N:3]=[C:2]1[C:6](=[O:30])[CH2:7][CH2:8][CH2:9][CH:10]1[CH2:15][CH2:14][N:13]([CH2:16][C:17]2[CH:22]=[CH:21][CH:20]=[C:19]([O:23][C:24]3[CH:29]=[CH:28][CH:27]=[CH:26][CH:25]=3)[CH:18]=2)[CH2:12][CH2:11]1.[ClH:31]. (4) Given the product [CH3:1][O:2][C:3]1[CH:8]=[CH:7][CH:6]=[C:5]([O:9][CH3:10])[C:4]=1[CH:11]1[N:16]([CH2:19][C:20]2[CH:25]=[CH:24][C:23]([F:26])=[CH:22][CH:21]=2)[C:15](=[O:17])[CH2:14][CH2:13][CH2:12]1, predict the reactants needed to synthesize it. The reactants are: [CH3:1][O:2][C:3]1[CH:8]=[CH:7][CH:6]=[C:5]([O:9][CH3:10])[C:4]=1[CH:11]1[NH:16][C:15](=[O:17])[CH2:14][CH2:13][CH2:12]1.Br[CH2:19][C:20]1[CH:25]=[CH:24][C:23]([F:26])=[CH:22][CH:21]=1.